This data is from NCI-60 drug combinations with 297,098 pairs across 59 cell lines. The task is: Regression. Given two drug SMILES strings and cell line genomic features, predict the synergy score measuring deviation from expected non-interaction effect. Drug 1: CC1=C(C=C(C=C1)NC2=NC=CC(=N2)N(C)C3=CC4=NN(C(=C4C=C3)C)C)S(=O)(=O)N.Cl. Drug 2: CC(C)NC(=O)C1=CC=C(C=C1)CNNC.Cl. Cell line: NCIH23. Synergy scores: CSS=2.93, Synergy_ZIP=-0.817, Synergy_Bliss=1.91, Synergy_Loewe=1.29, Synergy_HSA=1.10.